This data is from Full USPTO retrosynthesis dataset with 1.9M reactions from patents (1976-2016). The task is: Predict the reactants needed to synthesize the given product. (1) Given the product [NH2:10][C:11]1[C:12]([C:24]([NH:26][C:27]2[CH:28]=[N:29][CH:30]=[CH:31][C:32]=2[N:33]2[CH2:38][CH2:37][CH2:36][C@H:35]([NH2:39])[CH2:34]2)=[O:25])=[N:13][C:14]2[C:19]([CH:20]=1)=[CH:18][CH:17]=[C:16]([CH:21]([OH:23])[CH3:22])[CH:15]=2, predict the reactants needed to synthesize it. The reactants are: C(OC(=O)[NH:10][C:11]1[C:12]([C:24]([NH:26][C:27]2[CH:28]=[N:29][CH:30]=[CH:31][C:32]=2[N:33]2[CH2:38][CH2:37][CH2:36][C@H:35]([NH:39]C(OC(C)(C)C)=O)[CH2:34]2)=[O:25])=[N:13][C:14]2[C:19]([CH:20]=1)=[CH:18][CH:17]=[C:16]([CH:21]([OH:23])[CH3:22])[CH:15]=2)C1C=CC=CC=1.C(Cl)Cl.C(O)(C(F)(F)F)=O. (2) Given the product [C:18]1([CH:24]=[CH:25][CH:26]=[CH:27][CH:28]=[CH:14][C:15]([OH:17])=[O:16])[CH:23]=[CH:22][CH:21]=[CH:20][CH:19]=1, predict the reactants needed to synthesize it. The reactants are: C([Li])CCC.C(OP([CH2:14][C:15]([OH:17])=[O:16])(OCC)=O)C.[C:18]1([CH:24]=[CH:25][CH:26]=[CH:27][CH:28]=O)[CH:23]=[CH:22][CH:21]=[CH:20][CH:19]=1.Cl. (3) Given the product [C:1]([C:3]1[CH:4]=[C:5]2[C:10](=[CH:11][C:12]=1[O:13][CH2:14][CH2:15][O:16][CH3:17])[N:9]=[CH:8][CH:7]=[C:6]2[O:18][C:19]1[CH:24]=[CH:23][C:22]([NH:25][C:26]([NH:36][C:37]2[S:38][CH:39]=[CH:40][N:41]=2)=[O:27])=[C:21]([F:35])[CH:20]=1)#[N:2], predict the reactants needed to synthesize it. The reactants are: [C:1]([C:3]1[CH:4]=[C:5]2[C:10](=[CH:11][C:12]=1[O:13][CH2:14][CH2:15][O:16][CH3:17])[N:9]=[CH:8][CH:7]=[C:6]2[O:18][C:19]1[CH:24]=[CH:23][C:22]([NH:25][C:26](=O)[O:27]C2C=CC=CC=2)=[C:21]([F:35])[CH:20]=1)#[N:2].[NH2:36][C:37]1[S:38][CH:39]=[CH:40][N:41]=1.C(N(CC)CC)C.O. (4) Given the product [CH2:43]([N:50]([CH:51]([CH3:53])[CH3:52])[C:18](=[O:19])[C:17]([N:14]1[CH2:15][CH2:16][N:11]([C:6]2[CH:7]=[CH:8][CH:9]=[CH:10][C:5]=2[C:1]([CH3:3])([CH3:2])[CH3:4])[CH2:12][CH2:13]1)=[O:21])[C:44]1[CH:49]=[CH:48][CH:47]=[CH:46][CH:45]=1, predict the reactants needed to synthesize it. The reactants are: [C:1]([C:5]1[CH:10]=[CH:9][CH:8]=[CH:7][C:6]=1[N:11]1[CH2:16][CH2:15][N:14]([C:17](=[O:21])[C:18](O)=[O:19])[CH2:13][CH2:12]1)([CH3:4])([CH3:3])[CH3:2].CCN=C=NCCCN(C)C.C1C=CC2N(O)N=NC=2C=1.[CH2:43]([NH:50][CH:51]([CH3:53])[CH3:52])[C:44]1[CH:49]=[CH:48][CH:47]=[CH:46][CH:45]=1. (5) Given the product [C:1]([NH:11][C@H:12]([C:16]([O:18][C:19]1[CH:24]=[CH:23][CH:22]=[CH:21][C:20]=1[CH2:25][C:26]([OH:28])=[O:27])=[O:17])[CH:13]([CH3:15])[CH3:14])([O:3][CH2:4][C:5]1[CH:10]=[CH:9][CH:8]=[CH:7][CH:6]=1)=[O:2], predict the reactants needed to synthesize it. The reactants are: [C:1]([NH:11][C@H:12]([C:16]([O:18][C:19]1[CH:24]=[CH:23][CH:22]=[CH:21][C:20]=1[CH2:25][C:26]([O:28]CC1C=CC(OC)=CC=1)=[O:27])=[O:17])[CH:13]([CH3:15])[CH3:14])([O:3][CH2:4][C:5]1[CH:10]=[CH:9][CH:8]=[CH:7][CH:6]=1)=[O:2].FC(F)(F)C(O)=O.